This data is from Reaction yield outcomes from USPTO patents with 853,638 reactions. The task is: Predict the reaction yield, written as a fraction of the theoretical maximum amount of product (1.0 means a 100% yield; for example, 0.34 means a 34% yield). (1) No catalyst specified. The yield is 0.510. The product is [CH2:15]([O:18][C:19]1[CH:27]=[CH:26][CH:25]=[CH:24][C:20]=1[CH2:21][N:22]([CH3:23])[C:12](=[O:14])[CH2:11][CH2:10][CH2:9][S:8][C:5]1[CH:4]=[CH:3][C:2]([F:1])=[CH:7][CH:6]=1)[CH:16]=[CH2:17]. The reactants are [F:1][C:2]1[CH:7]=[CH:6][C:5]([S:8][CH2:9][CH2:10][CH2:11][C:12]([OH:14])=O)=[CH:4][CH:3]=1.[CH2:15]([O:18][C:19]1[CH:27]=[CH:26][CH:25]=[CH:24][C:20]=1[CH2:21][NH:22][CH3:23])[CH:16]=[CH2:17]. (2) The reactants are S(O)(O)(=O)=O.[CH3:6][S:7][C:8](=[NH:10])[NH2:9].[CH3:11]SC(=N)N.C(N([CH2:21][CH3:22])CC)C.[O:23]1[CH2:28][CH2:27]OCC1. No catalyst specified. The product is [CH3:6][S:7][C:8]1[NH:9][C:28](=[O:23])[C:27]2[CH2:22][CH2:21][C:11]=2[N:10]=1. The yield is 0.740. (3) The reactants are [NH2:1][CH:2]([CH2:18][C:19]1[CH:24]=[CH:23][C:22]([C:25]([F:28])([F:27])[F:26])=[CH:21][CH:20]=1)[CH:3]([C:5]1[CH:10]=[CH:9][C:8]([O:11][C:12]2[CH:17]=[CH:16][CH:15]=[CH:14][CH:13]=2)=[CH:7][CH:6]=1)[OH:4].[C:29]1([CH2:35][CH2:36][C:37](Cl)=[O:38])[CH:34]=[CH:33][CH:32]=[CH:31][CH:30]=1.C(=O)([O-])O.[Na+]. The catalyst is C(OCC)(=O)C.O. The product is [OH:4][CH:3]([C:5]1[CH:6]=[CH:7][C:8]([O:11][C:12]2[CH:17]=[CH:16][CH:15]=[CH:14][CH:13]=2)=[CH:9][CH:10]=1)[CH:2]([NH:1][C:37](=[O:38])[CH2:36][CH2:35][C:29]1[CH:34]=[CH:33][CH:32]=[CH:31][CH:30]=1)[CH2:18][C:19]1[CH:20]=[CH:21][C:22]([C:25]([F:26])([F:27])[F:28])=[CH:23][CH:24]=1. The yield is 0.780.